From a dataset of Experimentally validated miRNA-target interactions with 360,000+ pairs, plus equal number of negative samples. Binary Classification. Given a miRNA mature sequence and a target amino acid sequence, predict their likelihood of interaction. (1) The miRNA is hsa-miR-187-5p with sequence GGCUACAACACAGGACCCGGGC. The protein sequence of the target gene is MPVAVGPYGQSQPSCFDRVKMGFVMGCAVGMAAGALFGTFSCLRIGMRGRELMGGIGKTMMQSGGTFGTFMAIGMGIRC. Result: 0 (no interaction). (2) The miRNA is hsa-miR-202-5p with sequence UUCCUAUGCAUAUACUUCUUUG. The protein sequence of the target gene is MDQNEHSHWGPHAKGQCASRSELRIILVGKTGTGKSAAGNSILRKQAFESKLGSQTLTKTCSKSQGSWGNREIVIIDTPDMFSWKDHCEALYKEVQRCYLLSAPGPHVLLLVTQLGRYTSQDQQAAQRVKEIFGEDAMGHTIVLFTHKEDLNGGSLMDYMHDSDNKALSKLVAACGGRICAFNNRAEGSNQDDQVKELMDCIEDLLMEKNGDHYTNGLYSLIQRSKCGPVGSDERVKEFKQSLIKYMETQRSYTALAEANCLKGALIKTQLCVLFCIQLFLRLIILWLCILHSMCNLFCC.... Result: 0 (no interaction). (3) The miRNA is hsa-miR-6787-3p with sequence UCUCAGCUGCUGCCCUCUCCAG. The protein sequence of the target gene is MPRGQKSKLRAREKRRKAREETQGLKVAHATAAEKEECPSSSPVLGDTPTSSPAAGIPQKPQGAPPTTTAAAAVSCTESDEGAKCQGEENASFSQATTSTESSVKDPVAWEAGMLMHFILRKYKMREPIMKADMLKVVDEKYKDHFTEILNGASRRLELVFGLDLKEDNPSGHTYTLVSKLNLTNDGNLSNDWDFPRNGLLMPLLGVIFLKGNSATEEEIWKFMNVLGAYDGEEHLIYGEPRKFITQDLVQEKYLKYEQVPNSDPPRYQFLWGPRAYAETTKMKVLEFLAKMNGATPRDF.... Result: 0 (no interaction). (4) The miRNA is hsa-miR-218-5p with sequence UUGUGCUUGAUCUAACCAUGU. The protein sequence of the target gene is MQLPLALCLVCLLVHTAFRVVEGQGWQAFKNDATEIIPELGEYPEPPPELENNKTMNRAENGGRPPHHPFETKDVSEYSCRELHFTRYVTDGPCRSAKPVTELVCSGQCGPARLLPNAIGRGKWWRPSGPDFRCIPDRYRAQRVQLLCPGGEAPRARKVRLVASCKCKRLTRFHNQSELKDFGTEAARPQKGRKPRPRARSAKANQAELENAY. Result: 1 (interaction). (5) The miRNA is hsa-miR-187-5p with sequence GGCUACAACACAGGACCCGGGC. The protein sequence of the target gene is MAEARSQPSAGPQLNALPDHSPLLQPGLAALRRRAREAGVPLAPLPLTDSFLLRFLRARDFDLDLAWRLLKNYYKWRAECPEISADLHPRSIIGLLKAGYHGVLRSRDPTGSKVLIYRIAHWDPKVFTAYDVFRVSLITSELIVQEVETQRNGIKAIFDLEGWQFSHAFQITPSVAKKIAAVLTDSFPLKVRGIHLINEPVIFHAVFSMIKPFLTEKIKERIHMHGNNYKQSLLQHFPDILPLEYGGEEFSMEDICQEWTNFIMKSEDYLSSISESIQ. Result: 0 (no interaction). (6) The miRNA is hsa-miR-647 with sequence GUGGCUGCACUCACUUCCUUC. The protein sequence of the target gene is MEWGPGAGWSRGEAAGVDRGKAGLGLGGRPPPQPPRDERAQQLLDAVEQRQRQLLDTIAACEEMLRQLGRRRPEPAGGGNGSAKSGAPPQPSVSARGGLPKDAGDGASES. Result: 0 (no interaction). (7) The miRNA is ath-miR859 with sequence UCUCUCUGUUGUGAAGUCAAA. The protein sequence of the target gene is MGKGCKVVVCGLLSVGKTAILEQLLYGNHTIGMEDCETMEDVYMASVETDRGVKEQLHLYDTRGLQEGVELPKHYFSFADGFVLVYSVNNLESFQRVELLKKEIDKFKDKKEVAIVVLGNKIDLSEQRQVDAEVAQQWAKSEKVRLWEVTVTDRKTLIEPFTLLASKLSQPQSKSSFPLPGRKNKGNSNSEN. Result: 0 (no interaction).